Dataset: NCI-60 drug combinations with 297,098 pairs across 59 cell lines. Task: Regression. Given two drug SMILES strings and cell line genomic features, predict the synergy score measuring deviation from expected non-interaction effect. (1) Drug 1: CC12CCC(CC1=CCC3C2CCC4(C3CC=C4C5=CN=CC=C5)C)O. Drug 2: CCC1(C2=C(COC1=O)C(=O)N3CC4=CC5=C(C=CC(=C5CN(C)C)O)N=C4C3=C2)O.Cl. Cell line: UO-31. Synergy scores: CSS=18.2, Synergy_ZIP=-8.12, Synergy_Bliss=-7.09, Synergy_Loewe=-9.51, Synergy_HSA=-4.58. (2) Drug 1: C1CCC(C1)C(CC#N)N2C=C(C=N2)C3=C4C=CNC4=NC=N3. Drug 2: CC1=C(C(=O)C2=C(C1=O)N3CC4C(C3(C2COC(=O)N)OC)N4)N. Cell line: MOLT-4. Synergy scores: CSS=49.5, Synergy_ZIP=-3.88, Synergy_Bliss=-6.97, Synergy_Loewe=-33.9, Synergy_HSA=-6.16. (3) Drug 1: CC1C(C(=O)NC(C(=O)N2CCCC2C(=O)N(CC(=O)N(C(C(=O)O1)C(C)C)C)C)C(C)C)NC(=O)C3=C4C(=C(C=C3)C)OC5=C(C(=O)C(=C(C5=N4)C(=O)NC6C(OC(=O)C(N(C(=O)CN(C(=O)C7CCCN7C(=O)C(NC6=O)C(C)C)C)C)C(C)C)C)N)C. Drug 2: CC1=C(C(CCC1)(C)C)C=CC(=CC=CC(=CC(=O)O)C)C. Cell line: MDA-MB-435. Synergy scores: CSS=34.8, Synergy_ZIP=2.27, Synergy_Bliss=8.16, Synergy_Loewe=-3.40, Synergy_HSA=9.01.